Dataset: NCI-60 drug combinations with 297,098 pairs across 59 cell lines. Task: Regression. Given two drug SMILES strings and cell line genomic features, predict the synergy score measuring deviation from expected non-interaction effect. (1) Drug 1: C1C(C(OC1N2C=NC3=C(N=C(N=C32)Cl)N)CO)O. Drug 2: CC1=C(C=C(C=C1)NC(=O)C2=CC=C(C=C2)CN3CCN(CC3)C)NC4=NC=CC(=N4)C5=CN=CC=C5. Cell line: SW-620. Synergy scores: CSS=27.5, Synergy_ZIP=2.40, Synergy_Bliss=0.169, Synergy_Loewe=-23.4, Synergy_HSA=-2.64. (2) Drug 1: CC(C1=C(C=CC(=C1Cl)F)Cl)OC2=C(N=CC(=C2)C3=CN(N=C3)C4CCNCC4)N. Drug 2: C1=CC(=CC=C1CCCC(=O)O)N(CCCl)CCCl. Cell line: SR. Synergy scores: CSS=82.7, Synergy_ZIP=2.74, Synergy_Bliss=0.289, Synergy_Loewe=-1.79, Synergy_HSA=2.08. (3) Drug 1: CC(C)(C#N)C1=CC(=CC(=C1)CN2C=NC=N2)C(C)(C)C#N. Drug 2: B(C(CC(C)C)NC(=O)C(CC1=CC=CC=C1)NC(=O)C2=NC=CN=C2)(O)O. Cell line: OVCAR-4. Synergy scores: CSS=34.8, Synergy_ZIP=0.757, Synergy_Bliss=0.955, Synergy_Loewe=-2.80, Synergy_HSA=0.695. (4) Drug 1: C1CCN(CC1)CCOC2=CC=C(C=C2)C(=O)C3=C(SC4=C3C=CC(=C4)O)C5=CC=C(C=C5)O. Drug 2: CC1C(C(=O)NC(C(=O)N2CCCC2C(=O)N(CC(=O)N(C(C(=O)O1)C(C)C)C)C)C(C)C)NC(=O)C3=C4C(=C(C=C3)C)OC5=C(C(=O)C(=C(C5=N4)C(=O)NC6C(OC(=O)C(N(C(=O)CN(C(=O)C7CCCN7C(=O)C(NC6=O)C(C)C)C)C)C(C)C)C)N)C. Cell line: SK-MEL-28. Synergy scores: CSS=1.03, Synergy_ZIP=-4.43, Synergy_Bliss=-1.87, Synergy_Loewe=-25.2, Synergy_HSA=-8.43. (5) Drug 1: CC12CCC(CC1=CCC3C2CCC4(C3CC=C4C5=CN=CC=C5)C)O. Drug 2: C1CC(=O)NC(=O)C1N2CC3=C(C2=O)C=CC=C3N. Cell line: HCT116. Synergy scores: CSS=8.90, Synergy_ZIP=-2.94, Synergy_Bliss=-1.91, Synergy_Loewe=-1.39, Synergy_HSA=-1.35. (6) Cell line: SR. Synergy scores: CSS=-3.44, Synergy_ZIP=1.62, Synergy_Bliss=0.366, Synergy_Loewe=-1.15, Synergy_HSA=-3.30. Drug 2: C1=NNC2=C1C(=O)NC=N2. Drug 1: C1=NC2=C(N=C(N=C2N1C3C(C(C(O3)CO)O)F)Cl)N.